Dataset: TCR-epitope binding with 47,182 pairs between 192 epitopes and 23,139 TCRs. Task: Binary Classification. Given a T-cell receptor sequence (or CDR3 region) and an epitope sequence, predict whether binding occurs between them. (1) The epitope is VLAWLYAAV. The TCR CDR3 sequence is CASSPYRGYEQYF. Result: 1 (the TCR binds to the epitope). (2) The epitope is KLNVGDYFV. The TCR CDR3 sequence is CASSLAGSTDTQYF. Result: 0 (the TCR does not bind to the epitope). (3) The epitope is FLRGRAYGL. The TCR CDR3 sequence is CASSLNSRNTGELFF. Result: 0 (the TCR does not bind to the epitope).